From a dataset of Forward reaction prediction with 1.9M reactions from USPTO patents (1976-2016). Predict the product of the given reaction. (1) Given the reactants [N:1]1[C:2]([C:10]([OH:12])=O)=[CH:3][N:4]2[CH:9]=[CH:8][CH:7]=[CH:6][C:5]=12.F[P-](F)(F)(F)(F)F.N1(OC(N(C)C)=[N+](C)C)C2N=CC=CC=2N=N1.C(N(CC)CC)C.[C:44]([C:48]1[N:53]=[C:52]([N:54]2[CH2:59][CH2:58][N:57]([CH2:60][CH2:61][CH2:62][CH2:63][NH2:64])[CH2:56][CH2:55]2)[CH:51]=[C:50]([CH3:65])[N:49]=1)([CH3:47])([CH3:46])[CH3:45], predict the reaction product. The product is: [C:44]([C:48]1[N:53]=[C:52]([N:54]2[CH2:55][CH2:56][N:57]([CH2:60][CH2:61][CH2:62][CH2:63][NH:64][C:10]([C:2]3[N:1]=[C:5]4[CH:6]=[CH:7][CH:8]=[CH:9][N:4]4[CH:3]=3)=[O:12])[CH2:58][CH2:59]2)[CH:51]=[C:50]([CH3:65])[N:49]=1)([CH3:47])([CH3:46])[CH3:45]. (2) Given the reactants [C:1]([CH2:9][C:10](OCC)=[O:11])(=[O:8])[C:2]1[CH:7]=[CH:6][CH:5]=[CH:4][CH:3]=1.N1CCCCC1.[CH:21]([S:25][C:26]1[CH:33]=[CH:32][C:29]([CH:30]=O)=[C:28]([OH:34])[CH:27]=1)([CH2:23][CH3:24])[CH3:22], predict the reaction product. The product is: [CH:21]([S:25][C:26]1[CH:27]=[C:28]2[C:29]([CH:30]=[C:9]([C:1](=[O:8])[C:2]3[CH:7]=[CH:6][CH:5]=[CH:4][CH:3]=3)[C:10](=[O:11])[O:34]2)=[CH:32][CH:33]=1)([CH2:23][CH3:24])[CH3:22]. (3) Given the reactants BrC1C=CC=C2C=1C(O)(C1C(O)=CC3OCOC=3C=1)C(=O)N2CCCCC.[Br:28][C:29]1[CH:30]=[CH:31][C:32]([OH:46])=[C:33]([C:35]2(O)[C:43]3[C:38](=[CH:39][CH:40]=[CH:41][CH:42]=3)[NH:37][C:36]2=[O:44])[CH:34]=1, predict the reaction product. The product is: [Br:28][C:29]1[CH:30]=[CH:31][C:32]([OH:46])=[C:33]([CH:35]2[C:43]3[C:38](=[CH:39][CH:40]=[CH:41][CH:42]=3)[NH:37][C:36]2=[O:44])[CH:34]=1. (4) Given the reactants C(O[CH:4](OCC)[CH2:5][Br:6])C.Br.[Br:11][C:12]1[C:17]([NH2:18])=[N:16][C:15](Br)=[CH:14][N:13]=1, predict the reaction product. The product is: [Br:11][C:12]1[N:13]2[CH:14]=[CH:15][N:16]=[C:4]2[C:5]([Br:6])=[N:18][CH:17]=1.